Task: Regression. Given two drug SMILES strings and cell line genomic features, predict the synergy score measuring deviation from expected non-interaction effect.. Dataset: NCI-60 drug combinations with 297,098 pairs across 59 cell lines (1) Drug 1: CS(=O)(=O)CCNCC1=CC=C(O1)C2=CC3=C(C=C2)N=CN=C3NC4=CC(=C(C=C4)OCC5=CC(=CC=C5)F)Cl. Drug 2: C(CCl)NC(=O)N(CCCl)N=O. Cell line: NCI/ADR-RES. Synergy scores: CSS=7.42, Synergy_ZIP=0.860, Synergy_Bliss=7.71, Synergy_Loewe=6.04, Synergy_HSA=5.57. (2) Drug 1: C1C(C(OC1N2C=C(C(=O)NC2=O)F)CO)O. Drug 2: CCC1(CC2CC(C3=C(CCN(C2)C1)C4=CC=CC=C4N3)(C5=C(C=C6C(=C5)C78CCN9C7C(C=CC9)(C(C(C8N6C=O)(C(=O)OC)O)OC(=O)C)CC)OC)C(=O)OC)O.OS(=O)(=O)O. Cell line: EKVX. Synergy scores: CSS=5.47, Synergy_ZIP=6.03, Synergy_Bliss=9.74, Synergy_Loewe=4.15, Synergy_HSA=2.87. (3) Drug 1: CS(=O)(=O)C1=CC(=C(C=C1)C(=O)NC2=CC(=C(C=C2)Cl)C3=CC=CC=N3)Cl. Drug 2: C1=CC=C(C(=C1)C(C2=CC=C(C=C2)Cl)C(Cl)Cl)Cl. Cell line: HS 578T. Synergy scores: CSS=7.87, Synergy_ZIP=5.91, Synergy_Bliss=13.9, Synergy_Loewe=7.67, Synergy_HSA=7.15. (4) Drug 1: C1=CC(=CC=C1CCC2=CNC3=C2C(=O)NC(=N3)N)C(=O)NC(CCC(=O)O)C(=O)O. Drug 2: CC1=C(C=C(C=C1)NC(=O)C2=CC=C(C=C2)CN3CCN(CC3)C)NC4=NC=CC(=N4)C5=CN=CC=C5. Cell line: SN12C. Synergy scores: CSS=18.3, Synergy_ZIP=5.10, Synergy_Bliss=3.79, Synergy_Loewe=-16.0, Synergy_HSA=-1.18.